From a dataset of TCR-epitope binding with 47,182 pairs between 192 epitopes and 23,139 TCRs. Binary Classification. Given a T-cell receptor sequence (or CDR3 region) and an epitope sequence, predict whether binding occurs between them. (1) The epitope is TLIGDCATV. The TCR CDR3 sequence is CASSPSGTGELFF. Result: 1 (the TCR binds to the epitope). (2) The epitope is QASQEVKNW. The TCR CDR3 sequence is CASSLWGDYEQYF. Result: 0 (the TCR does not bind to the epitope).